Dataset: TCR-epitope binding with 47,182 pairs between 192 epitopes and 23,139 TCRs. Task: Binary Classification. Given a T-cell receptor sequence (or CDR3 region) and an epitope sequence, predict whether binding occurs between them. (1) The epitope is QVPLRPMTYK. The TCR CDR3 sequence is CASSSPDGFTGELFF. Result: 0 (the TCR does not bind to the epitope). (2) The epitope is PROT_97E67BCC. The TCR CDR3 sequence is CASTLTRVNSPLHF. Result: 1 (the TCR binds to the epitope). (3) The TCR CDR3 sequence is CASSLNGRGLYNEQFF. Result: 0 (the TCR does not bind to the epitope). The epitope is IPSINVHHY.